Task: Predict the product of the given reaction.. Dataset: Forward reaction prediction with 1.9M reactions from USPTO patents (1976-2016) (1) Given the reactants [CH3:1][O:2][C:3]1[C:4](=[O:26])[C:5]([CH3:25])=[C:6]([CH2:12][C:13]2[CH:14]=[C:15]([CH2:19][CH2:20][CH2:21][C:22]([OH:24])=O)[CH:16]=[CH:17][CH:18]=2)[C:7](=[O:11])[C:8]=1[O:9][CH3:10].[NH:27]1[CH2:32][CH2:31][CH2:30][CH2:29][CH2:28]1, predict the reaction product. The product is: [CH3:1][O:2][C:3]1[C:4](=[O:26])[C:5]([CH3:25])=[C:6]([CH2:12][C:13]2[CH:14]=[C:15]([CH2:19][CH2:20][CH2:21][C:22]([N:27]3[CH2:32][CH2:31][CH2:30][CH2:29][CH2:28]3)=[O:24])[CH:16]=[CH:17][CH:18]=2)[C:7](=[O:11])[C:8]=1[O:9][CH3:10]. (2) The product is: [ClH:20].[ClH:20].[N:14]1([C@H:9]2[CH2:10][CH2:11][CH2:12][CH2:13][C@H:8]2[NH2:7])[CH2:15][CH2:16][CH2:17][CH2:18]1. Given the reactants C(OC(=O)[NH:7][C@@H:8]1[CH2:13][CH2:12][CH2:11][CH2:10][C@@H:9]1[N:14]1[CH2:18][CH2:17][CH2:16][CH2:15]1)(C)(C)C.[ClH:20], predict the reaction product. (3) The product is: [CH2:24]([N:15]1[CH2:16][CH2:17][CH:12]([C:3]2[CH:4]=[CH:5][CH:6]=[C:7]([S:8]([CH3:11])(=[O:10])=[O:9])[C:2]=2[F:1])[CH2:13][CH2:14]1)[CH3:25]. Given the reactants [F:1][C:2]1[C:7]([S:8]([CH3:11])(=[O:10])=[O:9])=[CH:6][CH:5]=[CH:4][C:3]=1[CH:12]1[CH2:17][CH2:16][NH:15][CH2:14][CH2:13]1.C(=O)([O-])[O-].[K+].[K+].[C:24](#N)[CH3:25], predict the reaction product. (4) Given the reactants Br[C:2]1[CH:3]=[C:4]2[C:11]3([O:15][N:14]([CH3:16])[C:13]([NH2:17])=[N:12]3)[CH2:10][CH:9]([CH:18]3[CH2:23][CH2:22][O:21][CH2:20][CH2:19]3)[O:8][C:5]2=[CH:6][CH:7]=1.[C:24]([C:26]1[CH:27]=[C:28](B(O)O)[CH:29]=[CH:30][CH:31]=1)#[N:25].C([O-])([O-])=O.[Cs+].[Cs+], predict the reaction product. The product is: [NH2:17][C:13]1[N:14]([CH3:16])[O:15][C:11]2([C:4]3[C:5](=[CH:6][CH:7]=[C:2]([C:30]4[CH:31]=[C:26]([CH:27]=[CH:28][CH:29]=4)[C:24]#[N:25])[CH:3]=3)[O:8][CH:9]([CH:18]3[CH2:23][CH2:22][O:21][CH2:20][CH2:19]3)[CH2:10]2)[N:12]=1. (5) Given the reactants [NH2:1][C:2]1[C:3]([NH:8][C:9]2[CH:19]=[CH:18][C:12]([C:13]([O:15][CH2:16][CH3:17])=[O:14])=[CH:11][CH:10]=2)=[N:4][CH:5]=[CH:6][CH:7]=1.[CH:20](OCC)(OCC)OCC, predict the reaction product. The product is: [N:1]1[C:2]2[C:3](=[N:4][CH:5]=[CH:6][CH:7]=2)[N:8]([C:9]2[CH:19]=[CH:18][C:12]([C:13]([O:15][CH2:16][CH3:17])=[O:14])=[CH:11][CH:10]=2)[CH:20]=1. (6) Given the reactants Br[CH2:2][CH2:3][CH2:4][CH2:5][CH2:6][CH2:7][C:8]1[C:14]2[CH:15]=[CH:16][C:17]([OH:19])=[CH:18][C:13]=2[CH2:12][CH2:11][CH2:10][C:9]=1[C:20]1[CH:25]=[CH:24][CH:23]=[CH:22][CH:21]=1.[F:26][C:27]([F:46])([C:42]([F:45])([F:44])[F:43])[CH2:28][CH2:29][CH2:30][S:31]([CH2:34][CH2:35][CH2:36][NH:37][CH2:38][CH2:39][CH2:40][OH:41])(=[O:33])=[O:32], predict the reaction product. The product is: [OH:41][CH2:40][CH2:39][CH2:38][N:37]([CH2:36][CH2:35][CH2:34][S:31]([CH2:30][CH2:29][CH2:28][C:27]([F:46])([F:26])[C:42]([F:43])([F:44])[F:45])(=[O:32])=[O:33])[CH2:2][CH2:3][CH2:4][CH2:5][CH2:6][CH2:7][C:8]1[C:14]2[CH:15]=[CH:16][C:17]([OH:19])=[CH:18][C:13]=2[CH2:12][CH2:11][CH2:10][C:9]=1[C:20]1[CH:25]=[CH:24][CH:23]=[CH:22][CH:21]=1. (7) Given the reactants [C:1]([O:5][CH:6]([C:10]1[N:15]([CH3:16])[C:14](=[O:17])[C:13]2[NH:18][CH:19]=[CH:20][C:12]=2[C:11]=1[C:21]1[C:22]([CH3:31])=[C:23]2[C:28](=[CH:29][CH:30]=1)[O:27][CH2:26][CH2:25][CH2:24]2)[C:7]([OH:9])=[O:8])([CH3:4])([CH3:3])[CH3:2].Br[CH2:33][C:34]1[CH:39]=[CH:38][CH:37]=[CH:36][N:35]=1.CCN(C(C)C)C(C)C, predict the reaction product. The product is: [C:1]([O:5][CH:6]([C:10]1[N:15]([CH3:16])[C:14](=[O:17])[C:13]2[N:18]([CH2:33][C:34]3[CH:39]=[CH:38][CH:37]=[CH:36][N:35]=3)[CH:19]=[CH:20][C:12]=2[C:11]=1[C:21]1[C:22]([CH3:31])=[C:23]2[C:28](=[CH:29][CH:30]=1)[O:27][CH2:26][CH2:25][CH2:24]2)[C:7]([OH:9])=[O:8])([CH3:4])([CH3:3])[CH3:2].